Dataset: Full USPTO retrosynthesis dataset with 1.9M reactions from patents (1976-2016). Task: Predict the reactants needed to synthesize the given product. (1) Given the product [O:45]1[CH:46]=[CH:47][C:43]([NH:42][C:6](=[O:8])[C:5]2[CH:9]=[CH:10][C:2]([CH3:1])=[C:3]([N:11]3[CH:20]=[CH:19][C:18]4[C:13](=[CH:14][C:15]([CH2:21][CH2:22][CH2:23][N:24]5[CH2:25][CH2:26][O:27][CH2:28][CH2:29]5)=[CH:16][CH:17]=4)[C:12]3=[O:30])[CH:4]=2)=[N:44]1, predict the reactants needed to synthesize it. The reactants are: [CH3:1][C:2]1[CH:10]=[CH:9][C:5]([C:6]([OH:8])=O)=[CH:4][C:3]=1[N:11]1[CH:20]=[CH:19][C:18]2[C:13](=[CH:14][C:15]([CH2:21][CH2:22][CH2:23][N:24]3[CH2:29][CH2:28][O:27][CH2:26][CH2:25]3)=[CH:16][CH:17]=2)[C:12]1=[O:30].C(Cl)(=O)C(Cl)=O.CN(C=O)C.[NH2:42][C:43]1[CH:47]=[CH:46][O:45][N:44]=1. (2) Given the product [C:1]([O:5][C:6](=[O:34])[N:7]([C:16]1[S:17][C@:18]2([CH:32]=[O:33])[C@H:20]([C@:21]([C:24]3[C:25]([F:31])=[N:26][CH:27]=[C:28]([Br:30])[CH:29]=3)([CH3:23])[N:22]=1)[CH2:19]2)[CH2:8][O:9][CH2:10][CH2:11][Si:12]([CH3:15])([CH3:14])[CH3:13])([CH3:3])([CH3:2])[CH3:4], predict the reactants needed to synthesize it. The reactants are: [C:1]([O:5][C:6](=[O:34])[N:7]([C:16]1[S:17][C@:18]2([CH2:32][OH:33])[C@H:20]([C@:21]([C:24]3[C:25]([F:31])=[N:26][CH:27]=[C:28]([Br:30])[CH:29]=3)([CH3:23])[N:22]=1)[CH2:19]2)[CH2:8][O:9][CH2:10][CH2:11][Si:12]([CH3:15])([CH3:14])[CH3:13])([CH3:4])([CH3:3])[CH3:2].C(N(C(C)C)CC)(C)C.S(=O)(=O)=O.N1C=CC=CC=1. (3) The reactants are: C([O:3][C:4]([C:6]1[NH:7][C:8]2[C:13]([CH:14]=1)=[CH:12][CH:11]=[CH:10][CH:9]=2)=[O:5])C.Br[CH2:16][C:17]1[C:26]2[C:21](=[CH:22][C:23]([O:27][CH3:28])=[CH:24][CH:25]=2)[CH:20]=[CH:19][CH:18]=1. Given the product [CH3:28][O:27][C:23]1[CH:22]=[C:21]2[C:26](=[CH:25][CH:24]=1)[C:17]([CH2:16][N:7]1[C:8]3[C:13](=[CH:12][CH:11]=[CH:10][CH:9]=3)[CH:14]=[C:6]1[C:4]([OH:3])=[O:5])=[CH:18][CH:19]=[CH:20]2, predict the reactants needed to synthesize it. (4) Given the product [NH2:3][OH:1].[F:6][C:7]1[CH:8]=[CH:9][C:10]([N:13]([CH2:24][C:25]2[CH:26]=[CH:27][C:28]([C:29]([NH:3][OH:4])=[O:1])=[CH:33][CH:34]=2)[C:14]2[CH:9]=[CH:10][N:11]([CH3:12])[N:18]=2)=[N:11][CH:12]=1, predict the reactants needed to synthesize it. The reactants are: [OH-:1].[K+].[NH2:3][OH:4].Cl.[F:6][C:7]1[CH:8]=[CH:9][C:10]([N:13]([CH2:24][C:25]2[CH:34]=[CH:33][C:28]([C:29](OC)=O)=[CH:27][CH:26]=2)[C:14]2[N:18](C)C3C=CC=CC=3N=2)=[N:11][CH:12]=1.